This data is from Full USPTO retrosynthesis dataset with 1.9M reactions from patents (1976-2016). The task is: Predict the reactants needed to synthesize the given product. (1) Given the product [CH2:1]([O:3][C:4](=[O:20])[CH:5]([O:16][CH:17]([CH3:19])[CH3:18])[CH2:6][C:7]1[CH:12]=[CH:11][C:10]([O:13][CH2:63][CH2:62][C:51]2[N:52]=[C:53]([C:55]3[CH:56]=[CH:57][C:58]([CH3:61])=[CH:59][CH:60]=3)[S:54][C:50]=2[CH3:49])=[C:9]([O:14][CH3:15])[CH:8]=1)[CH3:2], predict the reactants needed to synthesize it. The reactants are: [CH2:1]([O:3][C:4](=[O:20])[CH:5]([O:16][CH:17]([CH3:19])[CH3:18])[CH2:6][C:7]1[CH:12]=[CH:11][C:10]([OH:13])=[C:9]([O:14][CH3:15])[CH:8]=1)[CH3:2].C(OC(=O)COC(C)C)C.C(OC1C=CC(C=O)=CC=1OC)C1C=CC=CC=1.[CH3:49][C:50]1[S:54][C:53]([C:55]2[CH:60]=[CH:59][C:58]([CH3:61])=[CH:57][CH:56]=2)=[N:52][C:51]=1[CH2:62][CH2:63]O.COC(=O)CC(=O)C(Br)C.CC1C=CC(C(N)=S)=CC=1.C1(P(C2C=CC=CC=2)C2C=CC=CC=2)C=CC=CC=1.N(C(OCC)=O)=NC(OCC)=O. (2) Given the product [CH3:23][O:22][C:21]1[CH:20]=[CH:19][C:18]([CH:24]=[CH:25][C:26]([OH:28])=[O:27])=[CH:17][C:16]=1[C:3]1[C:2]([O:1][CH2:39][C:38]2[CH:41]=[CH:42][C:35]([O:34][CH2:33][O:32][CH3:31])=[CH:36][CH:37]=2)=[CH:11][C:10]2[C:9]([CH3:13])([CH3:12])[CH2:8][CH2:7][C:6]([CH3:15])([CH3:14])[C:5]=2[CH:4]=1, predict the reactants needed to synthesize it. The reactants are: [OH:1][C:2]1[C:3]([C:16]2[CH:17]=[C:18]([CH:24]=[CH:25][C:26]([O:28]CC)=[O:27])[CH:19]=[CH:20][C:21]=2[O:22][CH3:23])=[CH:4][C:5]2[C:6]([CH3:15])([CH3:14])[CH2:7][CH2:8][C:9]([CH3:13])([CH3:12])[C:10]=2[CH:11]=1.[CH3:31][O:32][CH2:33][O:34][C:35]1[CH:42]=[CH:41][C:38]([CH2:39]Cl)=[CH:37][CH:36]=1. (3) Given the product [CH3:10][O:9][C:7]1[CH:6]=[C:5]([N:11]2[CH2:16][C:15]3[CH:17]=[N:18][C:19]4[NH:23][C:22]([C:33]5[CH:38]=[CH:37][C:36]([N:39]6[CH2:40][CH2:41][N:42]([CH3:45])[CH2:43][CH2:44]6)=[CH:35][CH:34]=5)=[CH:21][C:20]=4[C:14]=3[N:13]([CH3:46])[C:12]2=[O:47])[CH:4]=[C:3]([O:2][CH3:1])[CH:8]=1, predict the reactants needed to synthesize it. The reactants are: [CH3:1][O:2][C:3]1[CH:4]=[C:5]([N:11]2[CH2:16][C:15]3[CH:17]=[N:18][C:19]4[N:23](S(C5C=CC=CC=5)(=O)=O)[C:22]([C:33]5[CH:38]=[CH:37][C:36]([N:39]6[CH2:44][CH2:43][N:42]([CH3:45])[CH2:41][CH2:40]6)=[CH:35][CH:34]=5)=[CH:21][C:20]=4[C:14]=3[N:13]([CH3:46])[C:12]2=[O:47])[CH:6]=[C:7]([O:9][CH3:10])[CH:8]=1.CC(C)([O-])C.[K+]. (4) Given the product [O:15]1[C:19]2[CH:20]=[CH:21][CH:22]=[CH:23][C:18]=2[C:17]([CH2:24][CH2:25][N:27]2[CH2:28][CH2:29][CH:30]([NH:33][C:34](=[O:40])[O:35][C:36]([CH3:38])([CH3:37])[CH3:39])[CH2:31][CH2:32]2)=[CH:16]1, predict the reactants needed to synthesize it. The reactants are: C(O[BH-](OC(=O)C)OC(=O)C)(=O)C.[Na+].[O:15]1[C:19]2[CH:20]=[CH:21][CH:22]=[CH:23][C:18]=2[C:17]([CH2:24][CH:25]=O)=[CH:16]1.[NH:27]1[CH2:32][CH2:31][CH:30]([NH:33][C:34](=[O:40])[O:35][C:36]([CH3:39])([CH3:38])[CH3:37])[CH2:29][CH2:28]1.[OH-].[Na+].